From a dataset of Forward reaction prediction with 1.9M reactions from USPTO patents (1976-2016). Predict the product of the given reaction. (1) Given the reactants [Cl:1][C:2]1[CH:3]=[CH:4][C:5]([N:8]2[CH:12]=[C:11]([CH2:13][CH2:14][CH2:15][O:16][C:17]3[C:22]([CH2:23][CH3:24])=[CH:21][CH:20]=[CH:19][C:18]=3[CH2:25][C:26]([O:28]C)=[O:27])[C:10]([CH:30]([CH3:32])[CH3:31])=[N:9]2)=[N:6][CH:7]=1.[OH-].[Na+].O1CCCC1.Cl, predict the reaction product. The product is: [Cl:1][C:2]1[CH:3]=[CH:4][C:5]([N:8]2[CH:12]=[C:11]([CH2:13][CH2:14][CH2:15][O:16][C:17]3[C:22]([CH2:23][CH3:24])=[CH:21][CH:20]=[CH:19][C:18]=3[CH2:25][C:26]([OH:28])=[O:27])[C:10]([CH:30]([CH3:31])[CH3:32])=[N:9]2)=[N:6][CH:7]=1. (2) Given the reactants [CH3:1][C:2]1[CH:7]=[CH:6][C:5]([O:8]C2CCCCO2)=[CH:4][C:3]=1[NH:15][C:16]1[CH:17]=[CH:18][C:19]2[N:20]([C:22]([C:25]3[CH:30]=[CH:29][N:28]=[CH:27][CH:26]=3)=[CH:23][N:24]=2)[N:21]=1.C1(C)C=CC(S([O-])(=O)=O)=CC=1.[NH+]1C=CC=CC=1, predict the reaction product. The product is: [CH3:1][C:2]1[CH:7]=[CH:6][C:5]([OH:8])=[CH:4][C:3]=1[NH:15][C:16]1[CH:17]=[CH:18][C:19]2[N:20]([C:22]([C:25]3[CH:30]=[CH:29][N:28]=[CH:27][CH:26]=3)=[CH:23][N:24]=2)[N:21]=1. (3) Given the reactants [F:1][C:2]1[C:3]([NH:25][C:26]2[CH:31]=[CH:30][C:29]([I:32])=[CH:28][C:27]=2[F:33])=[C:4]([CH:12]=[C:13](/[CH:16]=[N:17]/[O:18][CH2:19][CH2:20][C:21](=[O:24])NC)[C:14]=1[F:15])[C:5]([NH:7][O:8][CH2:9][CH2:10][OH:11])=[O:6].ClC(Cl)C(O)=O, predict the reaction product. The product is: [F:1][C:2]1[C:3]([NH:25][C:26]2[CH:31]=[CH:30][C:29]([I:32])=[CH:28][C:27]=2[F:33])=[C:4]([CH:12]=[C:13]([CH2:16][N:17]2[C:21](=[O:24])[CH2:20][CH2:19][O:18]2)[C:14]=1[F:15])[C:5]([NH:7][O:8][CH2:9][CH2:10][OH:11])=[O:6]. (4) Given the reactants [H-].[H-].[H-].[H-].[Li+].[Al+3].[Al+3].[Cl-].[Cl-].[Cl-].[C:11]([C:15]1([CH2:26][O:27][CH3:28])[CH2:20][O:19][C:18]2([CH2:25][CH2:24][CH2:23][CH2:22][CH2:21]2)[O:17][CH2:16]1)([CH3:14])([CH3:13])[CH3:12].[OH-].[Na+].S([O-])([O-])(=O)=O.[Na+].[Na+], predict the reaction product. The product is: [CH:18]1([O:17][CH2:16][C:15]([CH2:26][O:27][CH3:28])([C:11]([CH3:14])([CH3:12])[CH3:13])[CH2:20][OH:19])[CH2:25][CH2:24][CH2:23][CH2:22][CH2:21]1. (5) The product is: [CH3:1][C:2]1[C:10]2[CH2:9][O:8][C:7](=[O:11])[C:6]=2[CH:5]=[CH:4][C:3]=1[CH2:12][CH:13]=[O:19]. Given the reactants [CH3:1][C:2]1[C:10]2[CH2:9][O:8][C:7](=[O:11])[C:6]=2[CH:5]=[CH:4][C:3]=1[CH2:12][CH:13]=C.CSC.C[OH:19], predict the reaction product. (6) Given the reactants [CH3:1][O:2][CH2:3][C:4]1([C:30](O)=[O:31])[CH2:8][CH2:7][N:6]([CH2:9][C:10](=[O:29])[N:11]2[CH2:16][CH2:15][N:14]([C:17]3[CH:22]=[CH:21][C:20]([C:23]4[N:28]=[CH:27][CH:26]=[CH:25][N:24]=4)=[CH:19][CH:18]=3)[CH2:13][CH2:12]2)[CH2:5]1.ON1C2C=CC=CC=2N=N1.Cl.CN(C)CCCN=C=NCC.[F:55][C:56]1[CH:61]=[CH:60][C:59]([C:62]2[C:70]3[C:65](=[CH:66][CH:67]=[C:68]([NH2:71])[CH:69]=3)[NH:64][N:63]=2)=[CH:58][CH:57]=1, predict the reaction product. The product is: [F:55][C:56]1[CH:57]=[CH:58][C:59]([C:62]2[C:70]3[C:65](=[CH:66][CH:67]=[C:68]([NH:71][C:30]([C:4]4([CH2:3][O:2][CH3:1])[CH2:8][CH2:7][N:6]([CH2:9][C:10](=[O:29])[N:11]5[CH2:12][CH2:13][N:14]([C:17]6[CH:18]=[CH:19][C:20]([C:23]7[N:28]=[CH:27][CH:26]=[CH:25][N:24]=7)=[CH:21][CH:22]=6)[CH2:15][CH2:16]5)[CH2:5]4)=[O:31])[CH:69]=3)[NH:64][N:63]=2)=[CH:60][CH:61]=1. (7) Given the reactants [F:1][C:2]([F:34])([F:33])[CH2:3][NH:4][C:5]([NH:7][C:8]1[CH:9]=[C:10]([C:14]2[N:18]3[N:19]=[CH:20][C:21]([C:23]4[CH:24]=[N:25][N:26]([CH:28]([CH3:32])[C:29](O)=[O:30])[CH:27]=4)=[CH:22][C:17]3=[N:16][CH:15]=2)[CH:11]=[CH:12][CH:13]=1)=[O:6].[CH3:35][N:36]1[CH2:41][CH2:40][CH:39]([NH2:42])[CH2:38][CH2:37]1.C1C=NC=C(C2NC(C(F)(F)F)=CN=2)C=1, predict the reaction product. The product is: [CH3:35][N:36]1[CH2:41][CH2:40][CH:39]([NH:42][C:29](=[O:30])[CH:28]([N:26]2[CH:27]=[C:23]([C:21]3[CH:20]=[N:19][N:18]4[C:14]([C:10]5[CH:11]=[CH:12][CH:13]=[C:8]([NH:7][C:5]([NH:4][CH2:3][C:2]([F:33])([F:34])[F:1])=[O:6])[CH:9]=5)=[CH:15][N:16]=[C:17]4[CH:22]=3)[CH:24]=[N:25]2)[CH3:32])[CH2:38][CH2:37]1.